From a dataset of Reaction yield outcomes from USPTO patents with 853,638 reactions. Predict the reaction yield, written as a fraction of the theoretical maximum amount of product (1.0 means a 100% yield; for example, 0.34 means a 34% yield). (1) The reactants are C(Cl)CCl.C1C=NC2N(O)N=NC=2C=1.[Cl:15][C:16]1[CH:24]=[C:23]([S:25][CH3:26])[C:19]([C:20]([OH:22])=O)=[C:18]([CH3:27])[CH:17]=1.[NH2:28][CH:29]([C:36]1[CH:41]=[CH:40][CH:39]=[CH:38][CH:37]=1)[C:30]([N:33]([CH3:35])[CH3:34])([CH3:32])[CH3:31].[N-]=C=O. The catalyst is C(Cl)Cl.C1COCC1.CN1C(=O)CCC1. The product is [Cl:15][C:16]1[CH:24]=[C:23]([S:25][CH3:26])[C:19]([C:20]([NH:28][CH:29]([C:36]2[CH:37]=[CH:38][CH:39]=[CH:40][CH:41]=2)[C:30]([N:33]([CH3:34])[CH3:35])([CH3:32])[CH3:31])=[O:22])=[C:18]([CH3:27])[CH:17]=1. The yield is 0.680. (2) The reactants are Br[C:2]1[N:7]=[C:6]([CH:8]=[O:9])[CH:5]=[CH:4][CH:3]=1.[Cl:10][C:11]1[CH:12]=[C:13](B(O)O)[CH:14]=[CH:15][C:16]=1[Cl:17].C(=O)([O-])[O-].[Na+].[Na+]. The catalyst is O1CCOCC1.C1(P([Pd](P(C2C=CC=CC=2)(C2C=CC=CC=2)C2C=CC=CC=2)(P(C2C=CC=CC=2)(C2C=CC=CC=2)C2C=CC=CC=2)P(C2C=CC=CC=2)(C2C=CC=CC=2)C2C=CC=CC=2)(C2C=CC=CC=2)C2C=CC=CC=2)C=CC=CC=1. The product is [Cl:10][C:11]1[CH:12]=[C:13]([C:2]2[N:7]=[C:6]([CH:8]=[O:9])[CH:5]=[CH:4][CH:3]=2)[CH:14]=[CH:15][C:16]=1[Cl:17]. The yield is 0.840.